From a dataset of Forward reaction prediction with 1.9M reactions from USPTO patents (1976-2016). Predict the product of the given reaction. (1) Given the reactants [S:1]1[CH:5]=[CH:4][CH:3]=[CH:2]1.O1CCCC1.C([Li])CCC.Br[CH2:17][CH2:18][CH2:19][CH2:20][CH2:21][CH2:22][CH2:23][CH3:24], predict the reaction product. The product is: [CH2:17]([C:2]1[S:1][CH:5]=[CH:4][CH:3]=1)[CH2:18][CH2:19][CH2:20][CH2:21][CH2:22][CH2:23][CH3:24]. (2) Given the reactants [CH:1]([C:3]1[CH:4]=[C:5]([CH:10]=[CH:11][C:12]=1[OH:13])[C:6]([O:8][CH3:9])=[O:7])=[O:2].CC1(C)C(C2C=C(C=CC=2[O:30][S:31]([C:34]([F:37])([F:36])[F:35])(=O)=[O:32])C(OC)=O)=CCC1, predict the reaction product. The product is: [CH:1]([C:3]1[CH:4]=[C:5]([CH:10]=[CH:11][C:12]=1[O:13][S:31]([C:34]([F:37])([F:36])[F:35])(=[O:32])=[O:30])[C:6]([O:8][CH3:9])=[O:7])=[O:2]. (3) The product is: [CH2:38]([O:37][C:35](=[O:36])[NH:1][C@H:2]1[CH2:3][CH2:4][C@@H:5]([NH:8][C:9]([C:11]2[C:15]3[N:16]=[CH:17][N:18]=[C:19]([C:20]4[C:28]5[O:27][CH2:26][O:25][C:24]=5[CH:23]=[CH:22][C:21]=4[O:29][CH2:30][CH2:31][O:32][CH3:33])[C:14]=3[NH:13][CH:12]=2)=[O:10])[CH2:6][CH2:7]1)[CH3:39]. Given the reactants [NH2:1][C@@H:2]1[CH2:7][CH2:6][C@H:5]([NH:8][C:9]([C:11]2[C:15]3[N:16]=[CH:17][N:18]=[C:19]([C:20]4[C:28]5[O:27][CH2:26][O:25][C:24]=5[CH:23]=[CH:22][C:21]=4[O:29][CH2:30][CH2:31][O:32][CH3:33])[C:14]=3[NH:13][CH:12]=2)=[O:10])[CH2:4][CH2:3]1.Cl[C:35]([O:37][CH2:38][CH3:39])=[O:36], predict the reaction product.